Task: Predict the reactants needed to synthesize the given product.. Dataset: Full USPTO retrosynthesis dataset with 1.9M reactions from patents (1976-2016) (1) Given the product [CH3:1][C:2]1[N:3]=[CH:4][C:5]([N:8]2[CH2:13][CH2:12][CH:11]([O:14][C:15]3[S:16][C:17]4[CH:23]=[C:22]([C:24]5[CH2:25][CH2:26][N:27]([S:31]([CH2:34][CH2:35][C:36]([O:38][CH3:39])=[O:37])(=[O:33])=[O:32])[CH2:28][CH:29]=5)[CH:21]=[CH:20][C:18]=4[N:19]=3)[CH2:10][CH2:9]2)=[N:6][CH:7]=1, predict the reactants needed to synthesize it. The reactants are: [CH3:1][C:2]1[N:3]=[CH:4][C:5]([N:8]2[CH2:13][CH2:12][CH:11]([O:14][C:15]3[S:16][C:17]4[CH:23]=[C:22]([C:24]5[CH2:25][CH2:26][NH:27][CH2:28][CH:29]=5)[CH:21]=[CH:20][C:18]=4[N:19]=3)[CH2:10][CH2:9]2)=[N:6][CH:7]=1.Cl[S:31]([CH2:34][CH2:35][C:36]([O:38][CH3:39])=[O:37])(=[O:33])=[O:32]. (2) Given the product [F:1][C:2]1[CH:7]=[CH:6][C:5]([CH2:8][N:9]2[C:40](=[O:41])[C:39]([C:34]3[NH:33][C:32]4[CH:43]=[CH:44][C:29]([NH:28][S:25]([CH3:24])(=[O:27])=[O:26])=[CH:30][C:31]=4[S:36](=[O:38])(=[O:37])[N:35]=3)=[C:20]([OH:21])[C@H:11]3[C@@H:10]2[CH:19]2[CH:14]4[CH:13]5[CH:12]3[CH:17]3[CH:16]([CH:15]45)[CH:18]23)=[CH:4][CH:3]=1, predict the reactants needed to synthesize it. The reactants are: [F:1][C:2]1[CH:7]=[CH:6][C:5]([CH2:8][NH:9][C@H:10]2[CH:19]3[CH:14]4[CH:15]5[CH:16]6[CH:18]3[CH:17]6[CH:12]([CH:13]45)[C@H:11]2[C:20](OC)=[O:21])=[CH:4][CH:3]=1.[CH3:24][S:25]([NH:28][C:29]1[CH:44]=[CH:43][C:32]2[NH:33][C:34]([CH2:39][C:40](O)=[O:41])=[N:35][S:36](=[O:38])(=[O:37])[C:31]=2[CH:30]=1)(=[O:27])=[O:26].Cl.CN(C)CCCN=C=NCC.C(N(CC)CC)C. (3) Given the product [CH2:16]([O:2][C:1]1[CH:3]=[C:4]([OH:5])[CH:6]=[CH:7][CH:8]=1)[CH2:17][CH3:18], predict the reactants needed to synthesize it. The reactants are: [C:1]1([CH:8]=[CH:7][CH:6]=[C:4]([OH:5])[CH:3]=1)[OH:2].C(=O)([O-])[O-].[K+].[K+].Br[CH2:16][CH2:17][CH3:18].